From a dataset of Forward reaction prediction with 1.9M reactions from USPTO patents (1976-2016). Predict the product of the given reaction. (1) Given the reactants [CH2:1]([NH:4][S:5]([C:8]1[CH:9]=[C:10]([CH:14]=[CH:15][CH:16]=1)[C:11](O)=[O:12])(=[O:7])=[O:6])[CH:2]=[CH2:3].S(Cl)(Cl)=O.[N-:21]=[C:22]=[S:23].[K+], predict the reaction product. The product is: [CH2:1]([NH:4][S:5]([C:8]1[CH:9]=[C:10]([CH:14]=[CH:15][CH:16]=1)[C:11]([N:21]=[C:22]=[S:23])=[O:12])(=[O:7])=[O:6])[CH:2]=[CH2:3]. (2) Given the reactants [C:1]([O:5][C:6]([N:8]1[CH2:13][CH2:12][CH:11]([N:14]2[C:22](=[O:23])[C:21]3[C:20]([C:24]([OH:26])=O)=[CH:19][CH:18]=[CH:17][C:16]=3[CH:15]2[CH3:27])[CH2:10][CH2:9]1)=[O:7])([CH3:4])([CH3:3])[CH3:2].C[N:29](C)C=O.C(N(CC)C(C)C)(C)C, predict the reaction product. The product is: [C:1]([O:5][C:6]([N:8]1[CH2:13][CH2:12][CH:11]([N:14]2[C:22](=[O:23])[C:21]3[C:16](=[CH:17][CH:18]=[CH:19][C:20]=3[C:24](=[O:26])[NH2:29])[CH:15]2[CH3:27])[CH2:10][CH2:9]1)=[O:7])([CH3:4])([CH3:2])[CH3:3]. (3) Given the reactants [N:1]([C@H:4]([CH3:16])[CH2:5][CH2:6][CH2:7][CH2:8][C:9]([O:11][C:12]([CH3:15])([CH3:14])[CH3:13])=[O:10])=[N+]=[N-], predict the reaction product. The product is: [NH2:1][C@H:4]([CH3:16])[CH2:5][CH2:6][CH2:7][CH2:8][C:9]([O:11][C:12]([CH3:15])([CH3:14])[CH3:13])=[O:10].